From a dataset of Forward reaction prediction with 1.9M reactions from USPTO patents (1976-2016). Predict the product of the given reaction. Given the reactants [C:1]1([C:21]2[CH:26]=[CH:25][CH:24]=[CH:23][CH:22]=2)[CH:6]=[CH:5][C:4]([C:7]2[C:19]([F:20])=[CH:18][C:10]3[NH:11][C:12](S(C)(=O)=O)=[N:13][C:9]=3[CH:8]=2)=[CH:3][CH:2]=1.[CH3:27][O:28][C:29](=[O:38])[C:30]1[CH:35]=[C:34]([OH:36])[CH:33]=[CH:32][C:31]=1[CH3:37], predict the reaction product. The product is: [CH3:27][O:28][C:29](=[O:38])[C:30]1[CH:35]=[C:34]([O:36][C:12]2[NH:11][C:10]3[CH:18]=[C:19]([F:20])[C:7]([C:4]4[CH:5]=[CH:6][C:1]([C:21]5[CH:26]=[CH:25][CH:24]=[CH:23][CH:22]=5)=[CH:2][CH:3]=4)=[CH:8][C:9]=3[N:13]=2)[CH:33]=[CH:32][C:31]=1[CH3:37].